From a dataset of Full USPTO retrosynthesis dataset with 1.9M reactions from patents (1976-2016). Predict the reactants needed to synthesize the given product. (1) Given the product [C:1]([C:3]1[CH:4]=[C:5]2[C:10](=[CH:11][C:12]=1[O:13][CH2:14][CH:15]1[CH2:20][CH2:19][NH:18][CH2:17][CH2:16]1)[N:9]=[CH:8][CH:7]=[C:6]2[O:29][C:30]1[CH:31]=[C:32]2[C:36](=[CH:37][CH:38]=1)[N:35]([C:39](=[O:43])[NH:40][CH2:41][CH3:42])[CH:34]=[CH:33]2)#[N:2], predict the reactants needed to synthesize it. The reactants are: [C:1]([C:3]1[CH:4]=[C:5]2[C:10](=[CH:11][C:12]=1[O:13][CH2:14][CH:15]1[CH2:20][CH2:19][N:18](OC(OC(C)(C)C)=O)[CH2:17][CH2:16]1)[N:9]=[CH:8][CH:7]=[C:6]2[O:29][C:30]1[CH:31]=[C:32]2[C:36](=[CH:37][CH:38]=1)[N:35]([C:39](=[O:43])[NH:40][CH2:41][CH3:42])[CH:34]=[CH:33]2)#[N:2].O.C(=O)(O)O. (2) Given the product [CH3:35][C:34]1[O:33][C:32]([C:36]2[CH:37]=[CH:38][CH:39]=[CH:40][CH:41]=2)=[N:31][C:30]=1[CH2:29][CH2:28][O:1][C:2]1[CH:11]=[C:10]2[C:5]([CH2:6][CH:7]([C:18]([O:20][CH2:21][CH3:22])=[O:19])[N:8]([C:12]3[CH:17]=[CH:16][CH:15]=[CH:14][CH:13]=3)[CH2:9]2)=[CH:4][CH:3]=1, predict the reactants needed to synthesize it. The reactants are: [OH:1][C:2]1[CH:11]=[C:10]2[C:5]([CH2:6][CH:7]([C:18]([O:20][CH2:21][CH3:22])=[O:19])[N:8]([C:12]3[CH:17]=[CH:16][CH:15]=[CH:14][CH:13]=3)[CH2:9]2)=[CH:4][CH:3]=1.CS(O[CH2:28][CH2:29][C:30]1[N:31]=[C:32]([C:36]2[CH:41]=[CH:40][CH:39]=[CH:38][CH:37]=2)[O:33][C:34]=1[CH3:35])(=O)=O.C(=O)([O-])[O-].[K+].[K+].O.[F-].C([N+](CC)(CC)CC)C. (3) Given the product [S:1]1[CH2:6][CH2:5][C:4](=[O:7])[C:3](=[N:13][OH:14])[CH2:2]1, predict the reactants needed to synthesize it. The reactants are: [S:1]1[CH2:6][CH2:5][C:4](=[O:7])[CH2:3][CH2:2]1.C[Si](Cl)(C)C.[N:13](OCCC(C)C)=[O:14]. (4) Given the product [CH3:1][C:2]1[CH:7]=[C:6]([C:8]2[CH:13]=[N:12][CH:11]=[C:10]3[N:14]([CH3:17])[N:15]=[CH:16][C:9]=23)[CH:5]=[CH:4][C:3]=1[NH:18][C:20]([NH:19][C:22]1[CH:27]=[CH:26][CH:25]=[C:24]([C:28]([F:29])([F:30])[F:31])[CH:23]=1)=[O:21], predict the reactants needed to synthesize it. The reactants are: [CH3:1][C:2]1[CH:7]=[C:6]([C:8]2[CH:13]=[N:12][CH:11]=[C:10]3[N:14]([CH3:17])[N:15]=[CH:16][C:9]=23)[CH:5]=[CH:4][C:3]=1[NH2:18].[N:19]([C:22]1[CH:27]=[CH:26][CH:25]=[C:24]([C:28]([F:31])([F:30])[F:29])[CH:23]=1)=[C:20]=[O:21]. (5) Given the product [CH3:1][O:2][C:3]1[CH:8]=[N:7][C:6]([C:9]2[CH:14]=[CH:13][C:12]([N:15]3[CH2:16][CH2:17][N:18]([C:45]([O:46][CH:47]([CH3:49])[CH3:48])=[O:50])[CH2:19][CH2:20]3)=[CH:11][CH:10]=2)=[C:5]2[NH:21][CH:22]=[C:23]([C:24](=[O:44])[C:25](=[O:26])[N:27]3[CH2:32][CH2:31][N:30]([C:33]4[N:37]([C:38]5[CH:43]=[CH:42][CH:41]=[CH:40][N:39]=5)[N:36]=[N:35][N:34]=4)[CH2:29][CH2:28]3)[C:4]=12, predict the reactants needed to synthesize it. The reactants are: [CH3:1][O:2][C:3]1[CH:8]=[N:7][C:6]([C:9]2[CH:14]=[CH:13][C:12]([N:15]3[CH2:20][CH2:19][NH:18][CH2:17][CH2:16]3)=[CH:11][CH:10]=2)=[C:5]2[NH:21][CH:22]=[C:23]([C:24](=[O:44])[C:25]([N:27]3[CH2:32][CH2:31][N:30]([C:33]4[N:37]([C:38]5[CH:43]=[CH:42][CH:41]=[CH:40][N:39]=5)[N:36]=[N:35][N:34]=4)[CH2:29][CH2:28]3)=[O:26])[C:4]=12.[C:45](Cl)(=[O:50])[O:46][CH:47]([CH3:49])[CH3:48]. (6) Given the product [Cl:11][C:12]1[C:21]([CH:22]=[O:23])=[C:20]([CH2:24][N:25]2[CH2:26][CH2:27][N:28]([CH3:31])[CH2:29][CH2:30]2)[C:19]2[CH:18]=[C:17]3[O:32][CH2:33][CH2:34][O:35][C:16]3=[CH:15][C:14]=2[N:13]=1, predict the reactants needed to synthesize it. The reactants are: C(Cl)(=O)C(Cl)=O.CS(C)=O.[Cl:11][C:12]1[C:21]([CH2:22][OH:23])=[C:20]([CH2:24][N:25]2[CH2:30][CH2:29][N:28]([CH3:31])[CH2:27][CH2:26]2)[C:19]2[CH:18]=[C:17]3[O:32][CH2:33][CH2:34][O:35][C:16]3=[CH:15][C:14]=2[N:13]=1.C(N(CC)CC)C.